This data is from In vitro SARS-CoV-2 activity screen of 1,480 approved drugs from Prestwick library. The task is: Binary Classification. Given a drug SMILES string, predict its activity (active/inactive) in a high-throughput screening assay against a specified biological target. (1) The drug is CNCCC(Oc1ccccc1OC)c1ccccc1.Cl. The result is 0 (inactive). (2) The drug is CNCCCN1c2ccccc2CCc2ccccc21.Cl. The result is 0 (inactive).